This data is from Forward reaction prediction with 1.9M reactions from USPTO patents (1976-2016). The task is: Predict the product of the given reaction. (1) Given the reactants C(OC(=O)[NH:7][C:8]([C:11](=[O:48])[NH:12][C@@H:13]([C:23]([N:25]1[CH2:30][CH2:29][N:28]2[C:31](=[O:40])[N:32]([CH2:35][C:36]([F:39])([F:38])[F:37])[C:33](=[O:34])[C@:27]2([CH2:41][C:42]2[CH:47]=[CH:46][CH:45]=[CH:44][N:43]=2)[CH2:26]1)=[O:24])[CH2:14][CH2:15][CH2:16][C:17]1[CH:22]=[CH:21][CH:20]=[CH:19][CH:18]=1)([CH3:10])[CH3:9])(C)(C)C.[ClH:50], predict the reaction product. The product is: [ClH:50].[NH2:7][C:8]([CH3:10])([CH3:9])[C:11]([NH:12][C@@H:13]([C:23]([N:25]1[CH2:30][CH2:29][N:28]2[C:31](=[O:40])[N:32]([CH2:35][C:36]([F:37])([F:38])[F:39])[C:33](=[O:34])[C@:27]2([CH2:41][C:42]2[CH:47]=[CH:46][CH:45]=[CH:44][N:43]=2)[CH2:26]1)=[O:24])[CH2:14][CH2:15][CH2:16][C:17]1[CH:22]=[CH:21][CH:20]=[CH:19][CH:18]=1)=[O:48]. (2) Given the reactants [C:1]([NH2:9])(=[O:8])[C:2]1[CH:7]=[CH:6][CH:5]=[N:4][CH:3]=1.[CH3:10][C:11](C)([CH3:15])[C:12](O)=O.C(=O)=O.N, predict the reaction product. The product is: [C:11]([C:5]1[CH:6]=[CH:7][C:2]([C:1]([NH2:9])=[O:8])=[CH:3][N:4]=1)([CH3:15])([CH3:12])[CH3:10].